Dataset: Forward reaction prediction with 1.9M reactions from USPTO patents (1976-2016). Task: Predict the product of the given reaction. (1) Given the reactants [CH3:1][CH:2]1[C:10](=[O:11])[C:6]2[CH:7]=[CH:8]S[C:5]=2[CH2:4][CH2:3]1.[N:12]1C=CC=C2C(=O)CC[C:13]=12.ICC, predict the reaction product. The product is: [CH2:7]([CH:6]1[C:10](=[O:11])[C:13]2=[N:12][CH:1]=[CH:2][CH:3]=[C:4]2[CH2:5]1)[CH3:8]. (2) Given the reactants [O:1]1[C:6]2[CH:7]=[CH:8][CH:9]=[CH:10][C:5]=2[NH:4][C:3](=[O:11])[CH2:2]1.[Al+3].[Cl-].[Cl-].[Cl-].[F:16][C:17]1[CH:22]=[CH:21][CH:20]=[CH:19][C:18]=1[CH2:23][C:24](Cl)=[O:25], predict the reaction product. The product is: [F:16][C:17]1[CH:22]=[CH:21][CH:20]=[CH:19][C:18]=1[CH2:23][C:24]([C:9]1[CH:8]=[CH:7][C:6]2[O:1][CH2:2][C:3](=[O:11])[NH:4][C:5]=2[CH:10]=1)=[O:25]. (3) Given the reactants [CH3:1][O:2][C:3]1[C:4]([OH:16])=[C:5]([CH:8]=[C:9]([N+:13]([O-:15])=[O:14])[C:10]=1[O:11][CH3:12])[CH:6]=O.[CH:17]1[CH:22]=[CH:21][C:20]([CH2:23][C:24](Cl)=[O:25])=[CH:19][CH:18]=1.C(=O)([O-])[O-].[K+].[K+], predict the reaction product. The product is: [CH3:12][O:11][C:10]1[C:3]([O:2][CH3:1])=[C:4]2[C:5]([CH:6]=[C:23]([C:20]3[CH:21]=[CH:22][CH:17]=[CH:18][CH:19]=3)[C:24](=[O:25])[O:16]2)=[CH:8][C:9]=1[N+:13]([O-:15])=[O:14].